This data is from Full USPTO retrosynthesis dataset with 1.9M reactions from patents (1976-2016). The task is: Predict the reactants needed to synthesize the given product. (1) Given the product [CH:38]1([CH2:42][O:43][C:5]2[N:10]=[C:9]([O:11][C:12]3[CH:13]=[N:14][CH:15]=[CH:16][CH:17]=3)[C:8]([C:18]3[CH:23]=[CH:22][C:21]([Cl:24])=[CH:20][CH:19]=3)=[C:7]([C:25]3[CH:30]=[CH:29][C:28]([Cl:31])=[CH:27][C:26]=3[Cl:32])[N:6]=2)[CH2:41][CH2:40][CH2:39]1, predict the reactants needed to synthesize it. The reactants are: CS([C:5]1[N:10]=[C:9]([O:11][C:12]2[CH:13]=[N:14][CH:15]=[CH:16][CH:17]=2)[C:8]([C:18]2[CH:23]=[CH:22][C:21]([Cl:24])=[CH:20][CH:19]=2)=[C:7]([C:25]2[CH:30]=[CH:29][C:28]([Cl:31])=[CH:27][C:26]=2[Cl:32])[N:6]=1)(=O)=O.C([Li])CCC.[CH:38]1([CH2:42][OH:43])[CH2:41][CH2:40][CH2:39]1. (2) Given the product [CH2:1]([O:8][C:9]([NH:10][C:11]1[CH:16]=[CH:15][C:14]([C:28]2[CH2:33][CH2:32][N:31]([C:34]([O:36][C:37]([CH3:40])([CH3:39])[CH3:38])=[O:35])[CH2:30][CH:29]=2)=[CH:13][C:12]=1[CH3:18])=[O:19])[C:2]1[CH:7]=[CH:6][CH:5]=[CH:4][CH:3]=1, predict the reactants needed to synthesize it. The reactants are: [CH2:1]([O:8][C:9](=[O:19])[NH:10][C:11]1[CH:16]=[CH:15][C:14](Br)=[CH:13][C:12]=1[CH3:18])[C:2]1[CH:7]=[CH:6][CH:5]=[CH:4][CH:3]=1.CC1(C)C(C)(C)OB([C:28]2[CH2:33][CH2:32][N:31]([C:34]([O:36][C:37]([CH3:40])([CH3:39])[CH3:38])=[O:35])[CH2:30][CH:29]=2)O1.C(=O)([O-])[O-].[K+].[K+]. (3) Given the product [O:18]1[CH2:19][CH2:20][O:21][CH:17]1[C:15]1[S:14][C:13]([CH3:22])=[C:12]([C@H:9]2[C:10]3[C:5](=[CH:4][CH:3]=[C:2]([Cl:1])[CH:11]=3)[CH2:6][CH2:7][N:8]2[C:28]([O:27][C:24]([CH3:26])([CH3:25])[CH3:23])=[O:29])[CH:16]=1, predict the reactants needed to synthesize it. The reactants are: [Cl:1][C:2]1[CH:11]=[C:10]2[C:5]([CH2:6][CH2:7][NH:8][C@H:9]2[C:12]2[CH:16]=[C:15]([CH:17]3[O:21][CH2:20][CH2:19][O:18]3)[S:14][C:13]=2[CH3:22])=[CH:4][CH:3]=1.[CH3:23][C:24]([O:27][C:28](O[C:28]([O:27][C:24]([CH3:26])([CH3:25])[CH3:23])=[O:29])=[O:29])([CH3:26])[CH3:25]. (4) Given the product [F:16][C:17]([F:27])([F:28])[CH:18]([OH:26])[CH2:19][C:20]([O:22][CH:23]([CH3:25])[CH3:24])=[O:21], predict the reactants needed to synthesize it. The reactants are: O1CCCC1.CC1C=CC(C(C)C)=CC=1.[F:16][C:17]([F:28])([F:27])[C:18](=[O:26])[CH2:19][C:20]([O:22][CH:23]([CH3:25])[CH3:24])=[O:21]. (5) Given the product [C:6]([O:14][CH2:1][CH2:2][CH2:3][CH3:4])(=[O:13])[C:7]1[CH:12]=[CH:11][CH:10]=[N:9][CH:8]=1, predict the reactants needed to synthesize it. The reactants are: [CH2:1](O)[CH2:2][CH2:3][CH3:4].[C:6]([OH:14])(=[O:13])[C:7]1[CH:12]=[CH:11][CH:10]=[N:9][CH:8]=1. (6) Given the product [CH3:1][C@@H:2]1[C@@H:41]([OH:42])[C@@H:40]([CH3:43])[C@H:39]([CH3:44])[O:38][C:36](=[O:37])[CH2:35][C@H:34]([OH:45])[CH2:33][C@H:32]([OH:46])[CH2:31][CH2:30][C@@H:29]([OH:47])[C@H:28]([OH:48])[CH2:27][C@H:26]([OH:49])[CH2:25][C@@:23]2([OH:50])[O:24][C@H:19]([C@H:20]([C:52]([OH:54])=[O:53])[C@@H:21]([OH:51])[CH2:22]2)[CH2:18][C@@H:17]([O:55][C@@H:56]2[O:61][C@H:60]([CH3:62])[C@@H:59]([OH:63])[C@H:58]([NH2:64])[C@@H:57]2[OH:76])[CH:16]=[CH:15][CH:14]=[CH:13][CH:12]=[CH:11][CH:10]=[CH:9][CH:8]=[CH:7][CH:6]=[CH:5][CH:4]=[CH:3]1, predict the reactants needed to synthesize it. The reactants are: [CH3:1][C@@H:2]1[C@@H:41]([OH:42])[C@@H:40]([CH3:43])[C@H:39]([CH3:44])[O:38][C:36](=[O:37])[CH2:35][C@H:34]([OH:45])[CH2:33][C@H:32]([OH:46])[CH2:31][CH2:30][C@@H:29]([OH:47])[C@H:28]([OH:48])[CH2:27][C@H:26]([OH:49])[CH2:25][C@@:23]2([OH:50])[O:24][C@H:19]([C@H:20]([C:52]([OH:54])=[O:53])[C@@H:21]([OH:51])[CH2:22]2)[CH2:18][C@@H:17]([O:55][C@@H:56]2[O:61][C@H:60]([CH3:62])[C@@H:59]([OH:63])[C@H:58]([NH:64]CC([C@@H](O)[C@H](O)[C@H](O)CO)=O)[C@@H:57]2[OH:76])[CH:16]=[CH:15][CH:14]=[CH:13][CH:12]=[CH:11][CH:10]=[CH:9][CH:8]=[CH:7][CH:6]=[CH:5][CH:4]=[CH:3]1.CN(C)C=O.C([BH3-])#N.[Na+].CN. (7) Given the product [Cl:1][C:2]1[C:31]([Cl:32])=[CH:30][C:5]2[N:6]=[C:7]([C:9]3[N:10]([CH3:26])[C:11]4[C:16]([CH:17]=3)=[CH:15][C:14]([CH:18]=[C:19]3[S:23][C:22](=[O:24])[NH:21][C:20]3=[O:25])=[CH:13][CH:12]=4)[NH:8][C:4]=2[CH:3]=1, predict the reactants needed to synthesize it. The reactants are: [Cl:1][C:2]1[C:31]([Cl:32])=[CH:30][C:5]2[N:6](COC)[C:7]([C:9]3[N:10]([CH3:26])[C:11]4[C:16]([CH:17]=3)=[CH:15][C:14]([CH:18]=[C:19]3[S:23][C:22](=[O:24])[NH:21][C:20]3=[O:25])=[CH:13][CH:12]=4)=[N:8][C:4]=2[CH:3]=1.Cl.[OH-].[Na+]. (8) Given the product [NH:8]1[CH2:9][CH2:10][CH:11]([N:14]2[C:18]3[CH:19]=[CH:20][CH:21]=[CH:22][C:17]=3[N:16]([CH2:25][CH2:26][CH2:27][N:28]3[C:32](=[O:33])[C:31]4=[CH:34][CH:35]=[CH:36][CH:37]=[C:30]4[C:29]3=[O:38])[C:15]2=[O:23])[CH2:12][CH2:13]1, predict the reactants needed to synthesize it. The reactants are: C(OC([N:8]1[CH2:13][CH2:12][CH:11]([N:14]2[C:18]3[CH:19]=[CH:20][CH:21]=[CH:22][C:17]=3[NH:16][C:15]2=[O:23])[CH2:10][CH2:9]1)=O)(C)(C)C.Br[CH2:25][CH2:26][CH2:27][N:28]1[C:32](=[O:33])[C:31]2=[CH:34][CH:35]=[CH:36][CH:37]=[C:30]2[C:29]1=[O:38].C(=O)([O-])[O-].[Cs+].[Cs+].